Dataset: Reaction yield outcomes from USPTO patents with 853,638 reactions. Task: Predict the reaction yield, written as a fraction of the theoretical maximum amount of product (1.0 means a 100% yield; for example, 0.34 means a 34% yield). (1) The reactants are [NH2:1][C@@H:2]([CH2:33][C:34]1[CH:39]=[CH:38][CH:37]=[CH:36][CH:35]=1)[C@@H:3]([OH:32])[CH2:4][C@H:5]([NH:19][C:20]([C@@H:22]([NH:27][C:28](=[O:31])[O:29][CH3:30])[C:23]([CH3:26])([CH3:25])[CH3:24])=[O:21])[CH2:6][C:7]1[CH:12]=[CH:11][C:10]([C:13]2[CH:18]=[CH:17][CH:16]=[CH:15][N:14]=2)=[CH:9][CH:8]=1.[CH3:40][C:41]([CH3:53])([CH3:52])[C@H:42]([N:46]1[CH2:50][CH2:49][NH:48][C:47]1=[O:51])[C:43](O)=[O:44].CCOP(ON1N=NC2C=CC=CC=2C1=O)(OCC)=O.C(N(CC)C(C)C)(C)C. The catalyst is O1CCCC1. The product is [CH3:40][C:41]([CH3:53])([CH3:52])[C@H:42]([N:46]1[CH2:50][CH2:49][NH:48][C:47]1=[O:51])[C:43]([NH:1][C@@H:2]([CH2:33][C:34]1[CH:35]=[CH:36][CH:37]=[CH:38][CH:39]=1)[C@@H:3]([OH:32])[CH2:4][C@H:5]([NH:19][C:20]([C@@H:22]([NH:27][C:28](=[O:31])[O:29][CH3:30])[C:23]([CH3:26])([CH3:25])[CH3:24])=[O:21])[CH2:6][C:7]1[CH:12]=[CH:11][C:10]([C:13]2[CH:18]=[CH:17][CH:16]=[CH:15][N:14]=2)=[CH:9][CH:8]=1)=[O:44]. The yield is 0.740. (2) The reactants are [OH:1][C:2]1[CH:11]=[CH:10][C:5]2[C:6](=[O:9])[CH2:7][O:8][C:4]=2[C:3]=1[CH2:12][N:13]1[CH2:18][CH2:17][N:16]([C:19]([O:21][C:22]([CH3:25])([CH3:24])[CH3:23])=[O:20])[CH2:15][CH2:14]1.[Cl:26][C:27]1[CH:32]=[CH:31][C:30]([S:33]([N:36]2[C:44]3[C:39](=[CH:40][CH:41]=[CH:42][CH:43]=3)[C:38]([CH:45]=O)=[CH:37]2)(=[O:35])=[O:34])=[CH:29][CH:28]=1.N1CCCCC1. The catalyst is CO. The product is [Cl:26][C:27]1[CH:28]=[CH:29][C:30]([S:33]([N:36]2[C:44]3[C:39](=[CH:40][CH:41]=[CH:42][CH:43]=3)[C:38](/[CH:45]=[C:7]3\[O:8][C:4]4[C:3]([CH2:12][N:13]5[CH2:14][CH2:15][N:16]([C:19]([O:21][C:22]([CH3:25])([CH3:24])[CH3:23])=[O:20])[CH2:17][CH2:18]5)=[C:2]([OH:1])[CH:11]=[CH:10][C:5]=4[C:6]\3=[O:9])=[CH:37]2)(=[O:34])=[O:35])=[CH:31][CH:32]=1. The yield is 0.860. (3) The reactants are [NH2:1][CH2:2][C:3]1[CH:8]=[CH:7][C:6]([C:9]2[CH:14]=[CH:13][C:12]([C:15]([O:17][C:18]([CH3:21])([CH3:20])[CH3:19])=[O:16])=[CH:11][CH:10]=2)=[CH:5][CH:4]=1.[F:22][C:23]([F:33])([F:32])[C:24]1[CH:31]=[CH:30][C:27]([CH:28]=O)=[CH:26][CH:25]=1.C(O[BH-](OC(=O)C)OC(=O)C)(=O)C.[Na+].O. The catalyst is ClCCCl. The product is [F:22][C:23]([F:32])([F:33])[C:24]1[CH:31]=[CH:30][C:27]([CH2:28][NH:1][CH2:2][C:3]2[CH:8]=[CH:7][C:6]([C:9]3[CH:14]=[CH:13][C:12]([C:15]([O:17][C:18]([CH3:21])([CH3:20])[CH3:19])=[O:16])=[CH:11][CH:10]=3)=[CH:5][CH:4]=2)=[CH:26][CH:25]=1. The yield is 0.430. (4) The reactants are C[O:2][C:3]([C:5]1([C:8]2[CH:9]=[CH:10][C:11]3[O:15][CH:14]=[N:13][C:12]=3[CH:16]=2)[CH2:7][CH2:6]1)=[O:4].[Al+3].[Cl-].[Cl-].[Cl-].O. The catalyst is CCS. The product is [O:15]1[C:11]2[CH:10]=[CH:9][C:8]([C:5]3([C:3]([OH:4])=[O:2])[CH2:7][CH2:6]3)=[CH:16][C:12]=2[N:13]=[CH:14]1. The yield is 0.110. (5) The reactants are Cl[C:2]1[CH:3]=[C:4]([C:9]2[N:13]3[CH:14]=[CH:15][C:16]([C:19]([OH:22])([CH3:21])[CH3:20])=[C:17]([F:18])[C:12]3=[N:11][CH:10]=2)[CH:5]=[CH:6][C:7]=1[F:8].[S:23]1[CH:27]=[CH:26][C:25]2[CH:28]=[CH:29][CH:30]=[C:31](B(O)O)[C:24]1=2. No catalyst specified. The product is [S:23]1[CH:27]=[CH:26][C:25]2[CH:28]=[CH:29][CH:30]=[C:31]([C:2]3[CH:3]=[C:4]([C:9]4[N:13]5[CH:14]=[CH:15][C:16]([C:19]([OH:22])([CH3:21])[CH3:20])=[C:17]([F:18])[C:12]5=[N:11][CH:10]=4)[CH:5]=[CH:6][C:7]=3[F:8])[C:24]1=2. The yield is 0.0300. (6) The reactants are Cl.[O:2]=[C:3]1[NH:12][C:11]2[N:10]=[CH:9][C:8](/[CH:13]=[CH:14]/[C:15]([OH:17])=O)=[CH:7][C:6]=2[CH2:5][CH2:4]1.Cl.O=C1CC2C(=CC=C(/C=C/C(O)=O)C=2)N1.[CH3:34][NH:35][CH2:36][C:37]1[O:38][C:39]2[CH:45]=[CH:44][CH:43]=[CH:42][C:40]=2[CH:41]=1.CC1NC2C(C=1CNC)=CC=CC=2. No catalyst specified. The product is [O:38]1[C:39]2[CH:45]=[CH:44][CH:43]=[CH:42][C:40]=2[CH:41]=[C:37]1[CH2:36][N:35]([CH3:34])[C:15](=[O:17])/[CH:14]=[CH:13]/[C:8]1[CH:9]=[N:10][C:11]2[NH:12][C:3](=[O:2])[CH2:4][CH2:5][C:6]=2[CH:7]=1. The yield is 0.900. (7) The product is [Br:1][C:2]1[CH:3]=[C:4]2[C:5](=[CH:7][C:8]=1[F:9])[NH:6][CH:11]=[CH:10]2. The reactants are [Br:1][C:2]1[C:8]([F:9])=[CH:7][C:5]([NH2:6])=[C:4]([C:10]#[C:11][Si](C)(C)C)[CH:3]=1.CC([O-])(C)C.[K+]. The yield is 0.290. The catalyst is CN(C=O)C.CCOC(C)=O. (8) The reactants are [N:1]([CH:4]1[CH2:13][CH2:12][CH2:11][C:10]2[N:9]=[CH:8][CH:7]=[N:6][C:5]1=2)=[N+]=[N-]. The catalyst is [Pd]. The product is [N:9]1[C:10]2[CH2:11][CH2:12][CH2:13][CH:4]([NH2:1])[C:5]=2[N:6]=[CH:7][CH:8]=1. The yield is 0.990.